Dataset: Reaction yield outcomes from USPTO patents with 853,638 reactions. Task: Predict the reaction yield, written as a fraction of the theoretical maximum amount of product (1.0 means a 100% yield; for example, 0.34 means a 34% yield). (1) The reactants are [Br:1][C:2]1[C:3]([N:24]2[CH2:29][CH2:28][CH2:27][C@@H:26]([NH:30]C(=O)OC(C)(C)C)[CH2:25]2)=[C:4]2[C:10]([NH:11][C:12]([C:14]3[CH:23]=[N:22][C:21]4[C:16](=[CH:17][CH:18]=[CH:19][CH:20]=4)[N:15]=3)=[O:13])=[CH:9][NH:8][C:5]2=[N:6][CH:7]=1.C(O)(C(F)(F)F)=O.C(Cl)[Cl:46]. No catalyst specified. The product is [ClH:46].[NH2:30][C@@H:26]1[CH2:27][CH2:28][CH2:29][N:24]([C:3]2[C:2]([Br:1])=[CH:7][N:6]=[C:5]3[NH:8][CH:9]=[C:10]([NH:11][C:12]([C:14]4[CH:23]=[N:22][C:21]5[C:16](=[CH:17][CH:18]=[CH:19][CH:20]=5)[N:15]=4)=[O:13])[C:4]=23)[CH2:25]1. The yield is 0.180. (2) The yield is 0.820. The reactants are O.[OH-].[Li+].[CH3:4][C:5]([CH3:19])([CH3:18])[C:6]#[C:7][C:8]1[N:13]=[CH:12][C:11]([C:14]([O:16]C)=[O:15])=[CH:10][N:9]=1.Cl. The product is [CH3:4][C:5]([CH3:19])([CH3:18])[C:6]#[C:7][C:8]1[N:13]=[CH:12][C:11]([C:14]([OH:16])=[O:15])=[CH:10][N:9]=1. The catalyst is O.O1CCCC1. (3) The reactants are [CH:1]([C@H:14]1[O:19][CH2:18][C@@H:17]([NH2:20])[CH2:16][CH2:15]1)([C:8]1[CH:13]=[CH:12][CH:11]=[CH:10][CH:9]=1)[C:2]1[CH:7]=[CH:6][CH:5]=[CH:4][CH:3]=1.[I:21][C:22]1[CH:29]=[CH:28][C:25]([CH:26]=O)=[CH:24][CH:23]=1.C(O)(=O)C.[BH3-]C#N.[Na+]. The catalyst is ClCCCl.CO. The product is [CH:1]([C@H:14]1[O:19][CH2:18][C@@H:17]([NH:20][CH2:26][C:25]2[CH:28]=[CH:29][C:22]([I:21])=[CH:23][CH:24]=2)[CH2:16][CH2:15]1)([C:8]1[CH:13]=[CH:12][CH:11]=[CH:10][CH:9]=1)[C:2]1[CH:3]=[CH:4][CH:5]=[CH:6][CH:7]=1. The yield is 0.810. (4) The product is [ClH:33].[NH:8]1[CH2:12][CH2:11][CH2:10][C@H:9]1[CH2:13][O:14][C:15]1[CH:20]=[CH:19][C:18]([CH2:21][C:22]2[CH:27]=[CH:26][C:25]([C:28]3[S:29][CH:30]=[CH:31][N:32]=3)=[CH:24][CH:23]=2)=[CH:17][CH:16]=1. The reactants are C(OC([N:8]1[CH2:12][CH2:11][CH2:10][C@H:9]1[CH2:13][O:14][C:15]1[CH:20]=[CH:19][C:18]([CH2:21][C:22]2[CH:27]=[CH:26][C:25]([C:28]3[S:29][CH:30]=[CH:31][N:32]=3)=[CH:24][CH:23]=2)=[CH:17][CH:16]=1)=O)(C)(C)C.[ClH:33].O1CCOCC1. No catalyst specified. The yield is 0.830. (5) The reactants are [CH:1]([C:3]1[N:7]([C:8]2[CH:15]=[CH:14][C:11]([C:12]#[N:13])=[CH:10][CH:9]=2)[CH:6]=[N:5][CH:4]=1)=O.[CH3:16][NH:17][CH2:18][CH2:19][NH:20][C:21](=[O:27])[O:22][C:23]([CH3:26])([CH3:25])[CH3:24].[BH-](OC(C)=O)(OC(C)=O)OC(C)=O.[Na+]. The catalyst is ClCCCl. The product is [C:12]([C:11]1[CH:14]=[CH:15][C:8]([N:7]2[C:3]([CH2:1][N:17]([CH3:16])[CH2:18][CH2:19][NH:20][C:21](=[O:27])[O:22][C:23]([CH3:24])([CH3:25])[CH3:26])=[CH:4][N:5]=[CH:6]2)=[CH:9][CH:10]=1)#[N:13]. The yield is 0.910. (6) The reactants are [C:1]([Si:5](Cl)([CH3:7])[CH3:6])([CH3:4])([CH3:3])[CH3:2].[Br:9][C:10]1[CH:15]=[CH:14][C:13](/[CH:16]=[CH:17]/[CH2:18][OH:19])=[CH:12][CH:11]=1.N1C=CN=C1. The catalyst is ClCCl.Cl. The product is [Br:9][C:10]1[CH:11]=[CH:12][C:13](/[CH:16]=[CH:17]/[CH2:18][O:19][Si:5]([C:1]([CH3:4])([CH3:3])[CH3:2])([CH3:7])[CH3:6])=[CH:14][CH:15]=1. The yield is 0.890. (7) The reactants are [Cl:1][C:2]1[C:17]([NH:18][S:19]([CH2:22][CH2:23][CH3:24])(=[O:21])=[O:20])=[CH:16][CH:15]=[C:14]([F:25])[C:3]=1[C:4]([O:6]CC1C=CC=CC=1)=[O:5].[OH-].[Ba+2].[OH-].Cl.C(=O)(O)[O-].[Na+]. The catalyst is O1CCOCC1.O. The product is [Cl:1][C:2]1[C:17]([NH:18][S:19]([CH2:22][CH2:23][CH3:24])(=[O:20])=[O:21])=[CH:16][CH:15]=[C:14]([F:25])[C:3]=1[C:4]([OH:6])=[O:5]. The yield is 0.566. (8) The reactants are [OH:1][C:2]1[CH:3]=[CH:4][C:5]2[S:10][C:9]([C:11]3[CH:16]=[CH:15][CH:14]=[CH:13][N:12]=3)=[N:8][C:7](=[O:17])[C:6]=2[CH:18]=1.[CH2:19](Br)[C:20]1[CH:25]=[CH:24][CH:23]=[CH:22][CH:21]=1.C(=O)([O-])[O-].[K+].[K+].CN(C=O)C. The yield is 0.950. The product is [CH2:19]([O:1][C:2]1[CH:3]=[CH:4][C:5]2[S:10][C:9]([C:11]3[CH:16]=[CH:15][CH:14]=[CH:13][N:12]=3)=[N:8][C:7](=[O:17])[C:6]=2[CH:18]=1)[C:20]1[CH:25]=[CH:24][CH:23]=[CH:22][CH:21]=1. The catalyst is O. (9) The reactants are [CH2:1]([O:5][C:6]1[C:18]([O:19][CH3:20])=[CH:17][CH:16]=[CH:15][C:7]=1[CH2:8][N:9]([CH3:14])[C:10](=[O:13])[CH:11]=[CH2:12])[CH:2]([CH3:4])[CH3:3].C(N(C(C)C)CC)(C)C.Br[C:31]1[CH:42]=[N:41][C:34]2[NH:35][C:36](=[O:40])[CH2:37][NH:38][CH2:39][C:33]=2[CH:32]=1.CC1C=CC=CC=1P(C1C=CC=CC=1C)C1C=CC=CC=1C. The catalyst is C(#N)CC.CN(C=O)C.CC([O-])=O.CC([O-])=O.[Pd+2]. The product is [CH2:1]([O:5][C:6]1[C:18]([O:19][CH3:20])=[CH:17][CH:16]=[CH:15][C:7]=1[CH2:8][N:9]([CH3:14])[C:10](=[O:13])/[CH:11]=[CH:12]/[C:31]1[CH:42]=[N:41][C:34]2[NH:35][C:36](=[O:40])[CH2:37][NH:38][CH2:39][C:33]=2[CH:32]=1)[CH:2]([CH3:3])[CH3:4]. The yield is 0.230.